Dataset: Experimental lipophilicity measurements (octanol/water distribution) for 4,200 compounds from AstraZeneca. Task: Regression/Classification. Given a drug SMILES string, predict its absorption, distribution, metabolism, or excretion properties. Task type varies by dataset: regression for continuous measurements (e.g., permeability, clearance, half-life) or binary classification for categorical outcomes (e.g., BBB penetration, CYP inhibition). For this dataset (lipophilicity_astrazeneca), we predict Y. (1) The compound is O=C1[C@H]2[C@H]3CC[C@H](C3)[C@H]2C(=O)N1[C@H]1CC[C@H](C(=O)Nc2cccc3cccnc23)CC1. The Y is 3.94 logD. (2) The drug is CCCCCCCN(CC)CCCC(O)c1ccc(NS(C)(=O)=O)cc1. The Y is 1.20 logD. (3) The drug is CCC(c1nc2ccsc2c(=O)n1Cc1ccccc1)N(CC1CCNCC1)C(=O)c1ccc(C)cc1. The Y is 1.33 logD.